This data is from Full USPTO retrosynthesis dataset with 1.9M reactions from patents (1976-2016). The task is: Predict the reactants needed to synthesize the given product. (1) Given the product [Cl:36][C:35]1[C:27]([Cl:26])=[CH:28][C:29]2[N:33]([C@@H:3]3[CH2:4][O:5][C@H:6]4[C@@H:7]([O:8][CH:9]([C:12]5[CH:17]=[CH:16][CH:15]=[CH:14][CH:13]=5)[O:10][CH2:11]4)[C@H:2]3[F:1])[CH:32]=[N:31][C:30]=2[CH:34]=1, predict the reactants needed to synthesize it. The reactants are: [F:1][C@@H:2]1[C@@H:7]2[O:8][CH:9]([C:12]3[CH:17]=[CH:16][CH:15]=[CH:14][CH:13]=3)[O:10][CH2:11][C@H:6]2[O:5][CH2:4][C@@H:3]1OS(C(F)(F)F)(=O)=O.[Cl:26][C:27]1[C:35]([Cl:36])=[CH:34][C:30]2[NH:31][CH:32]=[N:33][C:29]=2[CH:28]=1.[H-].[Na+]. (2) Given the product [CH3:1][O:2][C:5]1[N:6]([CH3:26])[C:7]([C:16]2[S:17][C:18]3[N:19]=[CH:20][N:21]=[C:22]([NH2:25])[C:23]=3[N:24]=2)=[C:8]([C:10]2[CH:15]=[CH:14][CH:13]=[CH:12][CH:11]=2)[N:9]=1, predict the reactants needed to synthesize it. The reactants are: [CH3:1][O-:2].[Na+].Br[C:5]1[N:6]([CH3:26])[C:7]([C:16]2[S:17][C:18]3[N:19]=[CH:20][N:21]=[C:22]([NH2:25])[C:23]=3[N:24]=2)=[C:8]([C:10]2[CH:15]=[CH:14][CH:13]=[CH:12][CH:11]=2)[N:9]=1.